Task: Predict the reactants needed to synthesize the given product.. Dataset: Full USPTO retrosynthesis dataset with 1.9M reactions from patents (1976-2016) Given the product [Cl:22][C:23]1[CH:28]=[C:27]([CH:26]=[C:25]([C:32]([N:35]2[CH2:40][CH2:39][CH2:38][CH2:37][CH2:36]2)([CH3:34])[CH3:33])[CH:24]=1)[NH2:29], predict the reactants needed to synthesize it. The reactants are: BrC1C=C(C=C(C(C2C=CC=C(OC(F)F)C=2)(C)C)C=1)N.[Cl:22][C:23]1[CH:24]=[C:25]([C:32]([N:35]2[CH2:40][CH2:39][CH2:38][CH2:37][CH2:36]2)([CH3:34])[CH3:33])[CH:26]=[C:27]([N+:29]([O-])=O)[CH:28]=1.